This data is from KCNQ2 potassium channel screen with 302,405 compounds. The task is: Binary Classification. Given a drug SMILES string, predict its activity (active/inactive) in a high-throughput screening assay against a specified biological target. (1) The result is 0 (inactive). The drug is O(Cc1nc2c([n+]([O-])c1C(=O)C)cc(OCC)cc2)C(=O)c1cc([N+]([O-])=O)ccc1. (2) The compound is S(=O)(=O)(N1CCN(CC1)c1ncccn1)c1c2c(sc1C)ncn(c2=O)CC(=O)NCCCN(CC)CC. The result is 0 (inactive). (3) The molecule is O=C1N(C(CC(O)=O)c2cc(O)ccc2)Cc2c1cccc2. The result is 0 (inactive). (4) The compound is Brc1ccc(CC(=O)NCCCOC(C)C)cc1. The result is 0 (inactive). (5) The compound is O=C(Nc1ccc(cc1)C(OCC)=O)C1(CCCC1)c1ccc(OC)cc1. The result is 0 (inactive). (6) The drug is O=C(Nc1c(c(ccc1)C)C)C=1C(NC(=O)NC1C)c1ccc(OC)cc1. The result is 0 (inactive). (7) The molecule is FC(F)Oc1ccc(C2NC(=O)NC3=C2C(=O)CCC3)cc1. The result is 0 (inactive). (8) The drug is Brc1cc(c2oc(nn2)CN2CCN(CC2)C(OCC)=O)ccc1. The result is 0 (inactive). (9) The molecule is Fc1ccc(NC(=O)CNC(=O)C2CCN(CC2)C(=O)C(N)Cc2ccccc2)cc1. The result is 0 (inactive).